Dataset: Reaction yield outcomes from USPTO patents with 853,638 reactions. Task: Predict the reaction yield, written as a fraction of the theoretical maximum amount of product (1.0 means a 100% yield; for example, 0.34 means a 34% yield). (1) The reactants are [F:1][C:2]([F:17])([F:16])[C:3]1[CH:15]=[CH:14][C:6](/[CH:7]=[CH:8]/[C:9](OCC)=[O:10])=[CH:5][CH:4]=1.[H-].C([Al+]CC(C)C)C(C)C.C1(C)C=CC=CC=1. The catalyst is C1(C)C=CC=CC=1. The product is [F:1][C:2]([F:16])([F:17])[C:3]1[CH:15]=[CH:14][C:6](/[CH:7]=[CH:8]/[CH2:9][OH:10])=[CH:5][CH:4]=1. The yield is 0.960. (2) The reactants are [CH:1]([N:4]1[CH:8]=[N:7][CH:6]=[N:5]1)([CH3:3])[CH3:2].C([Li])CCC.[CH3:14][C:15](N(C)C)=[O:16].[Cl-].[NH4+]. The catalyst is C1COCC1. The product is [CH:1]([N:4]1[C:8]([C:15](=[O:16])[CH3:14])=[N:7][CH:6]=[N:5]1)([CH3:3])[CH3:2]. The yield is 0.870. (3) The reactants are F[C:2]1[CH:9]=[CH:8][C:5]([C:6]#[N:7])=[C:4]([C:10]([F:13])([F:12])[F:11])[C:3]=1[C:14]#[C:15][Si](C)(C)C.[NH2:20][C@@H:21]([C:23]1[CH:24]=[C:25]([CH:28]=[CH:29][CH:30]=1)[C:26]#[N:27])[CH3:22].C([O-])([O-])=O.[K+].[K+].C([O-])(O)=O.[Na+]. The catalyst is CN1C(=O)CCC1. The product is [C:26]([C:25]1[CH:24]=[C:23]([C@H:21]([N:20]2[C:2]3[C:3](=[C:4]([C:10]([F:13])([F:12])[F:11])[C:5]([C:6]#[N:7])=[CH:8][CH:9]=3)[CH:14]=[CH:15]2)[CH3:22])[CH:30]=[CH:29][CH:28]=1)#[N:27]. The yield is 0.410. (4) The reactants are [CH2:1]([CH:3]([N:6]1[C:11](=[O:12])[CH2:10][C:9](=[O:13])[N:8]([CH:14]([CH2:17][CH3:18])[CH2:15][CH3:16])[C:7]1=[O:19])[CH2:4][CH3:5])[CH3:2].C(N(C(C)C)CC)(C)C.[N:29]([CH2:32][C:33]([O:35]CC)=[O:34])=[C:30]=[O:31]. The catalyst is ClCCl. The product is [CH2:17]([CH:14]([N:8]1[C:9]([OH:13])=[C:10]([C:30]([NH:29][CH2:32][C:33]([OH:35])=[O:34])=[O:31])[C:11](=[O:12])[N:6]([CH:3]([CH2:4][CH3:5])[CH2:1][CH3:2])[C:7]1=[O:19])[CH2:15][CH3:16])[CH3:18]. The yield is 0.400. (5) The reactants are N(C(OC(C)C)=O)=NC(OC(C)C)=O.[O:15]([CH2:23][C:24]1[CH:25]=[C:26]([CH:29]=[CH:30][CH:31]=1)[CH2:27]O)[Si:16]([C:19]([CH3:22])([CH3:21])[CH3:20])([CH3:18])[CH3:17].[C:32]1(=[O:42])[NH:36][C:35](=[O:37])[C:34]2=[CH:38][CH:39]=[CH:40][CH:41]=[C:33]12.C1(P(C2C=CC=CC=2)C2C=CC=CC=2)C=CC=CC=1. The catalyst is C1COCC1. The product is [O:15]([CH2:23][C:24]1[CH:25]=[C:26]([CH:29]=[CH:30][CH:31]=1)[CH2:27][C:41]1[CH:40]=[CH:39][CH:38]=[C:34]2[C:35]([NH:36][C:32](=[O:42])[C:33]=12)=[O:37])[Si:16]([C:19]([CH3:22])([CH3:21])[CH3:20])([CH3:18])[CH3:17]. The yield is 0.850. (6) The product is [C:11]1([S:8]([O:7][CH2:6][CH2:5][C:3]2[CH2:4][CH:2]=2)(=[O:10])=[O:9])[CH:12]=[CH:13][CH:14]=[CH:15][CH:16]=1. The yield is 0.700. The reactants are Br[C:2]1(Br)[CH2:4][C:3]1(Br)[CH2:5][CH2:6][O:7][S:8]([C:11]1[CH:16]=[CH:15][CH:14]=[CH:13][CH:12]=1)(=[O:10])=[O:9].C[Li].O. The catalyst is C(OCC)C. (7) The reactants are [Cl:1][C:2]1[CH:3]=[C:4]([C:8]2([N+:16]([O-])=O)[CH2:13][N:12]([CH3:14])[C:11](=[O:15])[CH2:10][CH2:9]2)[CH:5]=[CH:6][CH:7]=1. The catalyst is O1CCOCC1.[Zn]. The product is [NH2:16][C:8]1([C:4]2[CH:5]=[CH:6][CH:7]=[C:2]([Cl:1])[CH:3]=2)[CH2:13][N:12]([CH3:14])[C:11](=[O:15])[CH2:10][CH2:9]1. The yield is 0.860. (8) The reactants are Cl[C:2]1[CH:3]=[CH:4][C:5]2[O:14][CH2:13][CH2:12][C:11]3[CH:10]=[C:9]([C:15]4[N:16]([C:20]5[CH:25]=[CH:24][C:23]([F:26])=[CH:22][C:21]=5[F:27])[N:17]=[CH:18][N:19]=4)[S:8][C:7]=3[C:6]=2[N:28]=1.[N:29]1([CH2:35][CH2:36][NH:37][C:38]2[CH:43]=[CH:42][C:41](B3OC(C)(C)C(C)(C)O3)=[CH:40][N:39]=2)[CH2:34][CH2:33][O:32][CH2:31][CH2:30]1.C([O-])([O-])=O.[Cs+].[Cs+]. The catalyst is C1C=CC(P(C2C=CC=CC=2)[C-]2C=CC=C2)=CC=1.C1C=CC(P(C2C=CC=CC=2)[C-]2C=CC=C2)=CC=1.Cl[Pd]Cl.[Fe+2].CC#N.O. The product is [F:27][C:21]1[CH:22]=[C:23]([F:26])[CH:24]=[CH:25][C:20]=1[N:16]1[C:15]([C:9]2[S:8][C:7]3[C:6]4[N:28]=[C:2]([C:41]5[CH:42]=[CH:43][C:38]([NH:37][CH2:36][CH2:35][N:29]6[CH2:34][CH2:33][O:32][CH2:31][CH2:30]6)=[N:39][CH:40]=5)[CH:3]=[CH:4][C:5]=4[O:14][CH2:13][CH2:12][C:11]=3[CH:10]=2)=[N:19][CH:18]=[N:17]1. The yield is 0.170. (9) The reactants are [CH:1]([N:4]([S:12](=[O:16])(=[O:15])[NH:13]C)[C:5](=O)OC(C)(C)C)([CH3:3])[CH3:2].Cl. The product is [CH:1]([N:4]([CH3:5])[S:12]([NH2:13])(=[O:16])=[O:15])([CH3:3])[CH3:2]. No catalyst specified. The yield is 0.990.